This data is from Reaction yield outcomes from USPTO patents with 853,638 reactions. The task is: Predict the reaction yield, written as a fraction of the theoretical maximum amount of product (1.0 means a 100% yield; for example, 0.34 means a 34% yield). (1) The reactants are Cl[C:2]1[N:7]=[C:6]([NH:8][CH2:9][CH2:10][CH3:11])[N:5]=[C:4]([NH:12][CH2:13][CH2:14][CH3:15])[N:3]=1.Cl.[F:17][CH:18]([F:22])[CH2:19][O:20][NH2:21]. No catalyst specified. The product is [CH2:13]([NH:12][C:4]1[N:5]=[C:6]([NH:8][CH2:9][CH2:10][CH3:11])[N:7]=[C:2]([NH:21][O:20][CH2:19][CH:18]([F:22])[F:17])[N:3]=1)[CH2:14][CH3:15]. The yield is 0.590. (2) The reactants are [CH:1]1([CH:4]([C:6]2[CH:7]=[N:8][C:9]([O:12][CH3:13])=[CH:10][CH:11]=2)[OH:5])[CH2:3][CH2:2]1.O[C:15]1[CH:22]=[CH:21][C:18]([C:19]#[N:20])=[CH:17][C:16]=1[O:23][CH3:24].C1(P(C2C=CC=CC=2)C2C=CC=CC=2)C=CC=CC=1.N(C(OCC)=O)=NC(OCC)=O. The catalyst is O1CCCC1. The product is [CH:1]1([CH:4]([C:6]2[CH:7]=[N:8][C:9]([O:12][CH3:13])=[CH:10][CH:11]=2)[O:5][C:15]2[CH:22]=[CH:21][C:18]([C:19]#[N:20])=[CH:17][C:16]=2[O:23][CH3:24])[CH2:2][CH2:3]1. The yield is 0.800. (3) The reactants are [CH3:1][O:2][C:3]([C:5]1([C:8]2[CH:13]=[CH:12][C:11]([O:14][CH3:15])=[CH:10][CH:9]=2)[CH2:7][CH2:6]1)=[O:4].[N+:16]([O-])([OH:18])=[O:17].Cl. The yield is 0.980. The product is [CH3:1][O:2][C:3]([C:5]1([C:8]2[CH:9]=[CH:10][C:11]([O:14][CH3:15])=[C:12]([N+:16]([O-:18])=[O:17])[CH:13]=2)[CH2:6][CH2:7]1)=[O:4]. The catalyst is CC(OC(C)=O)=O.CC(O)=O. (4) The reactants are C1COC2C=CC(NC3C(F)=CN=C(NC4C=CC=C(O)C=4)N=3)=CC=2O1.[NH2:27][C:28]1[CH:29]=[C:30]([CH:33]=[CH:34][CH:35]=1)[C:31]#[N:32].[Cl:36][C:37]1[N:42]=[C:41](Cl)[C:40]([F:44])=[CH:39][N:38]=1. No catalyst specified. The product is [Cl:36][C:37]1[N:42]=[C:41]([NH:27][C:28]2[CH:35]=[CH:34][CH:33]=[C:30]([C:31]#[N:32])[CH:29]=2)[C:40]([F:44])=[CH:39][N:38]=1. The yield is 0.860. (5) The reactants are [C:1]([O:4][CH2:5][C@@:6]([NH:26][C:27](=[O:29])[CH3:28])([CH3:25])[CH2:7][CH2:8][C:9]1[O:10][C:11]([C:14]#[C:15][CH2:16][CH2:17][CH2:18][C:19]2[CH:24]=[CH:23][CH:22]=[CH:21][CH:20]=2)=[CH:12][CH:13]=1)(=[O:3])[CH3:2]. The catalyst is CO.[Pd]. The product is [C:1]([O:4][CH2:5][C@@:6]([NH:26][C:27](=[O:29])[CH3:28])([CH3:25])[CH2:7][CH2:8][C:9]1[O:10][C:11]([CH2:14][CH2:15][CH2:16][CH2:17][CH2:18][C:19]2[CH:20]=[CH:21][CH:22]=[CH:23][CH:24]=2)=[CH:12][CH:13]=1)(=[O:3])[CH3:2]. The yield is 0.820. (6) The reactants are Cl[C:2]1[N:7]=[CH:6][C:5]([C:8]2[O:12][CH2:11][C:10]3([CH2:17][CH2:16][CH2:15][CH2:14][CH2:13]3)[N:9]=2)=[CH:4][CH:3]=1.C([O-])(C)(C)C.[K+].[CH3:24][CH:25]1[CH2:29][CH2:28][CH2:27][N:26]1[CH2:30][CH2:31][CH2:32][OH:33].C(OCC)(=O)C. The catalyst is O1CCCC1. The product is [CH3:24][CH:25]1[CH2:29][CH2:28][CH2:27][N:26]1[CH2:30][CH2:31][CH2:32][O:33][C:2]1[N:7]=[CH:6][C:5]([C:8]2[O:12][CH2:11][C:10]3([CH2:17][CH2:16][CH2:15][CH2:14][CH2:13]3)[N:9]=2)=[CH:4][CH:3]=1. The yield is 0.550.